The task is: Predict the reactants needed to synthesize the given product.. This data is from Full USPTO retrosynthesis dataset with 1.9M reactions from patents (1976-2016). (1) Given the product [CH2:41]([O:40][P:39]([CH:19]1[C:20](=[O:21])[N:12]2[C@H:13]([CH2:14][O:15][CH2:16][C@H:11]2[C:5]2[CH:6]=[C:7]([F:10])[C:8]([F:9])=[C:3]([F:2])[CH:4]=2)[CH2:17][CH2:18]1)(=[O:46])[O:43][CH2:44][CH3:45])[CH3:42], predict the reactants needed to synthesize it. The reactants are: [I-].[F:2][C:3]1[CH:4]=[C:5]([C@@H:11]2[CH2:16][O:15][CH2:14][C@@H:13]3[CH2:17][CH2:18][CH2:19][C:20](=[O:21])[N:12]23)[CH:6]=[C:7]([F:10])[C:8]=1[F:9].CN(C)CCN(C)C.II.S([O-])([O-])(=O)=S.[Na+].[Na+].[P:39]([O:46]CC)([O:43][CH2:44][CH3:45])[O:40][CH2:41][CH3:42]. (2) Given the product [C:15]([O:21][C@H:22]([C:39]1[CH:44]=[CH:43][CH:42]=[CH:41][CH:40]=1)[C:23]([NH:25][C:26]1[CH:31]=[CH:30][C:29]([Cl:32])=[CH:28][C:27]=1[C@@:33]([OH:38])([C:14]#[C:13][CH:10]1[CH2:12][CH2:11]1)[C:34]([F:36])([F:37])[F:35])=[O:24])(=[O:20])[C:16]([CH3:19])([CH3:18])[CH3:17], predict the reactants needed to synthesize it. The reactants are: C([Mg]Br)C.CCOCC.[CH:10]1([C:13]#[CH:14])[CH2:12][CH2:11]1.[C:15]([O:21][C@H:22]([C:39]1[CH:44]=[CH:43][CH:42]=[CH:41][CH:40]=1)[C:23]([NH:25][C:26]1[CH:31]=[CH:30][C:29]([Cl:32])=[CH:28][C:27]=1[C:33](=[O:38])[C:34]([F:37])([F:36])[F:35])=[O:24])(=[O:20])[C:16]([CH3:19])([CH3:18])[CH3:17].C(O)(=O)CC(CC(O)=O)(C(O)=O)O. (3) The reactants are: [N+:1]([C:4]1[CH:5]=[C:6]([C:11]2[O:12][C:13]3[CH:19]=[CH:18][C:17]([Br:20])=[CH:16][C:14]=3[N:15]=2)[C:7](F)=[CH:8][CH:9]=1)([O-:3])=[O:2].[CH2:21]([NH2:24])[CH2:22][CH3:23]. Given the product [N+:1]([C:4]1[CH:5]=[C:6]([C:11]2[O:12][C:13]3[CH:19]=[CH:18][C:17]([Br:20])=[CH:16][C:14]=3[N:15]=2)[C:7]([NH:24][CH2:21][CH2:22][CH3:23])=[CH:8][CH:9]=1)([O-:3])=[O:2], predict the reactants needed to synthesize it.